Dataset: Forward reaction prediction with 1.9M reactions from USPTO patents (1976-2016). Task: Predict the product of the given reaction. Given the reactants Cl.Cl.[C@H:3]1([CH2:13][N:14]2[CH2:19][CH2:18][CH:17]([NH:20][C:21]([C:23]3[NH:24][C:25]4[C:30]([CH:31]=3)=[C:29]([O:32][CH2:33][C:34]3[C:38]5[CH:39]=[CH:40][CH:41]=[C:42]([O:43][CH3:44])[C:37]=5[O:36][CH:35]=3)[CH:28]=[CH:27][CH:26]=4)=[O:22])[CH2:16][CH2:15]2)[C@@H]2N(CCCC2)CCC1.Cl.Cl.Cl.[N:48]1(CC[N:48]2[CH2:53][CH2:52][CH:51](N)[CH2:50][CH2:49]2)[CH2:53][CH2:52][CH2:51][CH2:50][CH2:49]1, predict the reaction product. The product is: [N:48]1([CH2:3][CH2:13][N:14]2[CH2:19][CH2:18][CH:17]([NH:20][C:21]([C:23]3[NH:24][C:25]4[C:30]([CH:31]=3)=[C:29]([O:32][CH2:33][C:34]3[C:38]5[CH:39]=[CH:40][CH:41]=[C:42]([O:43][CH3:44])[C:37]=5[O:36][CH:35]=3)[CH:28]=[CH:27][CH:26]=4)=[O:22])[CH2:16][CH2:15]2)[CH2:53][CH2:52][CH2:51][CH2:50][CH2:49]1.